Dataset: Catalyst prediction with 721,799 reactions and 888 catalyst types from USPTO. Task: Predict which catalyst facilitates the given reaction. (1) Reactant: [Cl:1][C:2]1[CH:7]=[CH:6][C:5]([C:8]2[N:12]([CH:13]([CH:16]3[CH2:21][CH2:20][CH2:19][CH2:18][CH2:17]3)[CH2:14][OH:15])[C:11]3[CH:22]=[C:23]([F:27])[C:24]([F:26])=[CH:25][C:10]=3[N:9]=2)=[CH:4][CH:3]=1.[CH3:28][O:29][C:30](=[O:42])[C:31]1[CH:36]=[CH:35][C:34](Cl)=[C:33]([C:38]([F:41])([F:40])[F:39])[CH:32]=1. Product: [CH3:28][O:29][C:30](=[O:42])[C:31]1[CH:36]=[CH:35][C:34]([O:15][CH2:14][CH:13]([N:12]2[C:11]3[CH:22]=[C:23]([F:27])[C:24]([F:26])=[CH:25][C:10]=3[N:9]=[C:8]2[C:5]2[CH:6]=[CH:7][C:2]([Cl:1])=[CH:3][CH:4]=2)[CH:16]2[CH2:17][CH2:18][CH2:19][CH2:20][CH2:21]2)=[C:33]([C:38]([F:39])([F:41])[F:40])[CH:32]=1. The catalyst class is: 644. (2) Reactant: [Cl:1][C:2]1[CH:3]=[C:4]([CH:12]([CH2:32][CH:33]2[CH2:38][CH2:37][O:36][CH2:35][CH2:34]2)[C:13](=O)[CH2:14][CH2:15][C:16]([C:18]2[S:19][C:20]([CH2:23][O:24]C3CCCCO3)=[CH:21][N:22]=2)=O)[CH:5]=[CH:6][C:7]=1[S:8]([CH3:11])(=[O:10])=[O:9].C([O-])(=O)C.[NH4+:43].C(=O)([O-])O.[Na+]. Product: [Cl:1][C:2]1[CH:3]=[C:4]([CH:12]([C:13]2[NH:43][C:16]([C:18]3[S:19][C:20]([CH2:23][OH:24])=[CH:21][N:22]=3)=[CH:15][CH:14]=2)[CH2:32][CH:33]2[CH2:34][CH2:35][O:36][CH2:37][CH2:38]2)[CH:5]=[CH:6][C:7]=1[S:8]([CH3:11])(=[O:10])=[O:9]. The catalyst class is: 342.